Dataset: Full USPTO retrosynthesis dataset with 1.9M reactions from patents (1976-2016). Task: Predict the reactants needed to synthesize the given product. (1) Given the product [F:31][C:9]([F:8])([F:30])[C:10]1[CH:29]=[CH:28][CH:27]=[CH:26][C:11]=1[CH2:12][CH:13]1[CH2:14][CH2:15][NH:16][CH2:17][CH2:18]1, predict the reactants needed to synthesize it. The reactants are: FC(F)(F)C(O)=O.[F:8][C:9]([F:31])([F:30])[C:10]1[CH:29]=[CH:28][CH:27]=[CH:26][C:11]=1[CH2:12][CH:13]1[CH2:18][CH2:17][N:16](C(OC(C)(C)C)=O)[CH2:15][CH2:14]1. (2) Given the product [CH:1]1[CH:2]=[CH:3][C:4]2[N:10]=[C:9]([CH:11]3[CH2:13][CH2:12]3)[C:8](/[CH:14]=[CH:15]/[C@@H:16]([OH:24])[CH2:17][C@@H:18]([OH:23])[CH2:19][C:20]([OH:22])=[O:21])=[C:7]([C:25]3[CH:30]=[CH:29][C:28]([F:31])=[CH:27][CH:26]=3)[C:5]=2[CH:6]=1.[NH2:32][C@H:33]([C:39]([OH:41])=[O:40])[CH2:34][CH2:35][CH2:36][CH2:37][NH2:38], predict the reactants needed to synthesize it. The reactants are: [CH:1]1[CH:2]=[CH:3][C:4]2[N:10]=[C:9]([CH:11]3[CH2:13][CH2:12]3)[C:8](/[CH:14]=[CH:15]/[C@@H:16]([OH:24])[CH2:17][C@@H:18]([OH:23])[CH2:19][C:20]([OH:22])=[O:21])=[C:7]([C:25]3[CH:26]=[CH:27][C:28]([F:31])=[CH:29][CH:30]=3)[C:5]=2[CH:6]=1.[NH2:32][C@H:33]([C:39]([OH:41])=[O:40])[CH2:34][CH2:35][CH2:36][CH2:37][NH2:38].CO.